From a dataset of Full USPTO retrosynthesis dataset with 1.9M reactions from patents (1976-2016). Predict the reactants needed to synthesize the given product. Given the product [Si:15]([O:8][CH2:7][C:6]1[CH:9]=[CH:10][C:3]([CH:2]=[O:1])=[CH:4][CH:5]=1)([C:12]([CH3:14])([CH3:13])[CH3:11])([CH3:17])[CH3:16], predict the reactants needed to synthesize it. The reactants are: [OH:1][CH2:2][C:3]1[CH:10]=[CH:9][C:6]([CH:7]=[O:8])=[CH:5][CH:4]=1.[CH3:11][C:12]([Si:15](Cl)([CH3:17])[CH3:16])([CH3:14])[CH3:13].N1C=CN=C1.